From a dataset of Forward reaction prediction with 1.9M reactions from USPTO patents (1976-2016). Predict the product of the given reaction. (1) Given the reactants O[CH2:2][C:3]1[CH:4]=[C:5]([O:19][CH3:20])[C:6](=[O:18])[N:7]([CH2:9][C:10]2[CH:15]=[CH:14][C:13]([O:16][CH3:17])=[CH:12][CH:11]=2)[N:8]=1.CCN(C(C)C)C(C)C.CS([Cl:34])(=O)=O, predict the reaction product. The product is: [Cl:34][CH2:2][C:3]1[CH:4]=[C:5]([O:19][CH3:20])[C:6](=[O:18])[N:7]([CH2:9][C:10]2[CH:15]=[CH:14][C:13]([O:16][CH3:17])=[CH:12][CH:11]=2)[N:8]=1. (2) Given the reactants [C:1](Cl)(=[O:10])[CH:2]=[CH:3][C:4]1[CH:9]=[CH:8][CH:7]=[CH:6][CH:5]=1.[F:12][C:13]1[CH:19]=[CH:18][CH:17]=[CH:16][C:14]=1[NH2:15].N1C=CC=CC=1.Cl, predict the reaction product. The product is: [F:12][C:13]1[CH:19]=[CH:18][CH:17]=[CH:16][C:14]=1[NH:15][C:1](=[O:10])[CH:2]=[CH:3][C:4]1[CH:9]=[CH:8][CH:7]=[CH:6][CH:5]=1. (3) Given the reactants [Br:1][C:2]1[CH:3]=[CH:4][C:5]([S:8](Cl)(=[O:10])=[O:9])=[N:6][CH:7]=1.[NH:12]1[CH2:17][CH2:16][S:15](=[O:19])(=[O:18])[CH2:14][CH2:13]1.CCN(C(C)C)C(C)C, predict the reaction product. The product is: [Br:1][C:2]1[CH:3]=[CH:4][C:5]([S:8]([N:12]2[CH2:17][CH2:16][S:15](=[O:19])(=[O:18])[CH2:14][CH2:13]2)(=[O:10])=[O:9])=[N:6][CH:7]=1. (4) Given the reactants Cl[C:2]1[C:7]([C:8]#[N:9])=[C:6]([NH:10][CH2:11][CH2:12][OH:13])[N:5]=[C:4]([NH:14][CH2:15][C:16]2[CH:17]=[N:18][CH:19]=[CH:20][CH:21]=2)[N:3]=1.[C:22]1([N:28]2[CH2:33][CH2:32][NH:31][CH2:30][CH2:29]2)[CH:27]=[CH:26][CH:25]=[CH:24][CH:23]=1.C(N(C(C)C)C(C)C)C, predict the reaction product. The product is: [OH:13][CH2:12][CH2:11][NH:10][C:6]1[C:7]([C:8]#[N:9])=[C:2]([N:31]2[CH2:32][CH2:33][N:28]([C:22]3[CH:27]=[CH:26][CH:25]=[CH:24][CH:23]=3)[CH2:29][CH2:30]2)[N:3]=[C:4]([NH:14][CH2:15][C:16]2[CH:17]=[N:18][CH:19]=[CH:20][CH:21]=2)[N:5]=1. (5) Given the reactants [C:1]1([C:7]2[CH:12]=[CH:11][N+:10]([O-])=[CH:9][CH:8]=2)[CH:6]=[CH:5][CH:4]=[CH:3][CH:2]=1.[Si]([C:18]#[N:19])(C)(C)C.CN(C)C(Cl)=O.C([O-])([O-])=O.[K+].[K+], predict the reaction product. The product is: [C:18]([C:11]1[CH:12]=[C:7]([C:1]2[CH:6]=[CH:5][CH:4]=[CH:3][CH:2]=2)[CH:8]=[CH:9][N:10]=1)#[N:19].